Dataset: Full USPTO retrosynthesis dataset with 1.9M reactions from patents (1976-2016). Task: Predict the reactants needed to synthesize the given product. (1) Given the product [Cl:51][C:33]1[CH:32]=[CH:31][CH:30]=[CH:35][C:34]=1[NH:36][CH:57]1[CH2:62][CH2:61][N:60]([C:18](=[O:20])[CH2:17][NH:16][C:14]([C:11]2[CH:10]=[CH:9][C:8]([NH:7][C:1]3[CH:2]=[CH:3][CH:4]=[CH:5][CH:6]=3)=[CH:13][N:12]=2)=[O:15])[CH2:59][CH2:58]1, predict the reactants needed to synthesize it. The reactants are: [C:1]1([NH:7][C:8]2[CH:9]=[CH:10][C:11]([C:14]([NH:16][CH2:17][C:18]([OH:20])=O)=[O:15])=[N:12][CH:13]=2)[CH:6]=[CH:5][CH:4]=[CH:3][CH:2]=1.CCN(C(C)C)C(C)C.[CH:30]1[CH:31]=[CH:32][C:33]2N(O)N=[N:36][C:34]=2[CH:35]=1.CCN=C=NCCCN(C)C.[ClH:51].Cl.ClC1C=CC=CC=1O[CH:57]1[CH2:62][CH2:61][NH:60][CH2:59][CH2:58]1. (2) The reactants are: C(=O)(OC(C)(C)C)[O:2][C:3]1[N:7]([C:8]2[CH:13]=[CH:12][CH:11]=[CH:10][N:9]=2)[N:6]=[C:5]([C:14]2[CH:15]=[C:16]([C:20]3[CH:25]=[CH:24][CH:23]=[C:22]([C:26]4[CH:31]=[CH:30][CH:29]=[CH:28][CH:27]=4)[CH:21]=3)[CH:17]=[CH:18][CH:19]=2)[CH:4]=1.C(=O)(OC(C)(C)C)OC1N(C2C=CC=CN=2)N=C(C2C=CC(C3C=CC=CC=3)=CC=2)C=1. Given the product [C:26]1([C:22]2[CH:21]=[C:20]([C:16]3[CH:17]=[CH:18][CH:19]=[C:14]([C:5]4[CH:4]=[C:3]([OH:2])[N:7]([C:8]5[CH:13]=[CH:12][CH:11]=[CH:10][N:9]=5)[N:6]=4)[CH:15]=3)[CH:25]=[CH:24][CH:23]=2)[CH:27]=[CH:28][CH:29]=[CH:30][CH:31]=1, predict the reactants needed to synthesize it. (3) Given the product [CH3:9][N:8]([CH2:7][C:5]1[CH2:22][C:2]([C:14]2[CH:15]=[CH:16][CH:17]=[CH:18][C:13]=2[CH:11]=[O:12])=[CH:3][CH:4]=1)[CH3:10], predict the reactants needed to synthesize it. The reactants are: Br[C:2]1O[C:5]([CH2:7][N:8]([CH3:10])[CH3:9])=[CH:4][CH:3]=1.[CH:11]([C:13]1[CH:18]=[CH:17][CH:16]=[CH:15][C:14]=1B(O)O)=[O:12].[C:22](=O)([O-])[O-].[Na+].[Na+].Cl. (4) Given the product [Cl:19][C:20]1[C:21]([F:31])=[CH:22][C:23]([F:30])=[C:24]([S:26]([N:6]([CH2:5][C:4]2[CH:13]=[CH:14][C:15]([O:17][CH3:18])=[CH:16][C:3]=2[O:2][CH3:1])[C:7]2[CH:12]=[CH:11][N:10]=[CH:9][N:8]=2)(=[O:28])=[O:27])[CH:25]=1, predict the reactants needed to synthesize it. The reactants are: [CH3:1][O:2][C:3]1[CH:16]=[C:15]([O:17][CH3:18])[CH:14]=[CH:13][C:4]=1[CH2:5][NH:6][C:7]1[CH:12]=[CH:11][N:10]=[CH:9][N:8]=1.[Cl:19][C:20]1[C:21]([F:31])=[CH:22][C:23]([F:30])=[C:24]([S:26](Cl)(=[O:28])=[O:27])[CH:25]=1.N12CCN(CC1)CC2.